Dataset: In vitro SARS-CoV-2 activity screen of 1,480 approved drugs from Prestwick library. Task: Binary Classification. Given a drug SMILES string, predict its activity (active/inactive) in a high-throughput screening assay against a specified biological target. (1) The molecule is Oc1ccc(Cl)cc1Cc1cc(Cl)ccc1O. The result is 0 (inactive). (2) The compound is Cl.Nc1nc2ccc(OC(F)(F)F)cc2s1. The result is 0 (inactive). (3) The result is 0 (inactive). The drug is CC(C)=CCC1C(=O)N(c2ccccc2)N(c2ccccc2)C1=O. (4) The molecule is Cc1nc2n(c(=O)c1CCN1CCC(c3noc4cc(F)ccc34)CC1)CCCC2O. The result is 0 (inactive). (5) The compound is CCN(Cc1ccncc1)C(=O)C(CO)c1ccccc1. The result is 0 (inactive). (6) The result is 0 (inactive). The compound is COc1ccc(C2C(=O)c3ccccc3C2=O)cc1. (7) The drug is NNC(=O)c1ccncc1. The result is 0 (inactive). (8) The compound is O=C(C1CCCCC1)N1CC(=O)N2CCc3ccccc3C2C1. The result is 0 (inactive). (9) The drug is CC(Oc1ccccc1)C(=O)N[C@@H]1C(=O)N2[C@@H](C(=O)[O-])C(C)(C)S[C@H]12.[K+]. The result is 0 (inactive). (10) The compound is Cc1cc(C(C)(C)C)c(O)c(C)c1CC1=NCCN1.Cl. The result is 0 (inactive).